Predict which catalyst facilitates the given reaction. From a dataset of Catalyst prediction with 721,799 reactions and 888 catalyst types from USPTO. (1) Reactant: [C:1]([C:3]1[CH:8]=[CH:7][CH:6]=[CH:5][C:4]=1[S:9](Cl)(=[O:11])=[O:10])#[N:2].[CH2:13]([S:20][C:21]1[N:26]=[C:25]([NH:27]S(C)(=O)=O)[CH:24]=[C:23]([NH:32][C@H:33]([CH3:36])[CH2:34]O)[N:22]=1)[C:14]1[CH:19]=[CH:18][CH:17]=[CH:16][CH:15]=1.[F-].[CH2:38]([N+](CCCC)(CCCC)CCCC)CCC.Cl. Product: [CH2:13]([S:20][C:21]1[N:26]=[C:25]([NH:27][S:9]([C:4]2[CH:5]=[CH:6][CH:7]=[CH:8][C:3]=2[C:1]#[N:2])(=[O:11])=[O:10])[CH:24]=[C:23]([NH:32][C@H:33]([CH3:36])[CH2:34][CH3:38])[N:22]=1)[C:14]1[CH:19]=[CH:18][CH:17]=[CH:16][CH:15]=1. The catalyst class is: 17. (2) The catalyst class is: 159. Product: [N:1]1([C:2]2[C:7]3[O:8][CH2:9][C:10](=[O:12])[NH:11][C:6]=3[CH:5]=[CH:4][CH:3]=2)[CH2:19][CH2:18][NH:17][CH2:16][CH2:15]1. Reactant: [NH2:1][C:2]1[C:7]2[O:8][CH2:9][C:10](=[O:12])[NH:11][C:6]=2[CH:5]=[CH:4][CH:3]=1.Cl.Cl[CH2:15][CH2:16][NH:17][CH2:18][CH2:19]Cl.